The task is: Predict the reactants needed to synthesize the given product.. This data is from Full USPTO retrosynthesis dataset with 1.9M reactions from patents (1976-2016). Given the product [C:1]([O:5][C:6]([N:8]1[C@@H:12]([CH2:13][N:14]([CH2:25][C:26]2[CH:31]=[CH:30][CH:29]=[CH:28][CH:27]=2)[C:15]2[CH:16]=[CH:17][CH:18]=[CH:19][CH:20]=2)[CH2:11][O:10][C:9]1([CH3:22])[CH3:21])=[O:7])([CH3:4])([CH3:2])[CH3:3], predict the reactants needed to synthesize it. The reactants are: [C:1]([O:5][C:6]([N:8]1[C@@H:12]([CH2:13][NH:14][C:15]2[CH:20]=[CH:19][CH:18]=[CH:17][CH:16]=2)[CH2:11][O:10][C:9]1([CH3:22])[CH3:21])=[O:7])([CH3:4])([CH3:3])[CH3:2].CO[CH:25](OC)[C:26]1[CH:31]=[CH:30][CH:29]=[CH:28][CH:27]=1.FC(F)(F)C(O)=O.C(O[BH-](OC(=O)C)OC(=O)C)(=O)C.[Na+].